Task: Predict the reaction yield, written as a fraction of the theoretical maximum amount of product (1.0 means a 100% yield; for example, 0.34 means a 34% yield).. Dataset: Reaction yield outcomes from USPTO patents with 853,638 reactions (1) The reactants are C(O[C:4](=[O:22])[C:5](=[CH:11][NH:12][C:13]1[CH:18]=[C:17]([O:19][CH3:20])[CH:16]=[CH:15][C:14]=1[Br:21])[C:6]([O:8][CH2:9][CH3:10])=[O:7])C.C(=O)(O)[O-].[Na+]. The catalyst is C(O)C. The product is [CH2:9]([O:8][C:6]([C:5]1[C:4](=[O:22])[C:18]2[C:13](=[C:14]([Br:21])[CH:15]=[CH:16][C:17]=2[O:19][CH3:20])[NH:12][CH:11]=1)=[O:7])[CH3:10]. The yield is 0.300. (2) The reactants are CC1C(C(OCC)=O)=[C:5]([CH3:12])[O:4]N=1.[CH3:13][Li].C([N:17]([CH2:20][CH3:21])CC)C.CS(OS(C)(=O)=O)(=O)=O.[CH2:31]1[CH2:35]OC[CH2:32]1. The catalyst is O. The product is [CH3:13][C:20]1[C:21]([C:31]([CH3:35])=[CH2:32])=[C:5]([CH3:12])[O:4][N:17]=1. The yield is 0.296. (3) The reactants are [Br:1][C:2]1[C:3]([Cl:9])=[C:4]([CH:6]=[CH:7][CH:8]=1)[NH2:5].C[Al](C)C.[CH3:14][N:15]1[C:20]2[CH:21]=[CH:22][CH:23]=[CH:24][C:19]=2[C:18](=O)[O:17]C1=O.Cl. The catalyst is C1(C)C=CC=CC=1. The product is [Br:1][C:2]1[C:3]([Cl:9])=[C:4]([NH:5][C:18](=[O:17])[C:19]2[CH:24]=[CH:23][CH:22]=[CH:21][C:20]=2[NH:15][CH3:14])[CH:6]=[CH:7][CH:8]=1. The yield is 0.280. (4) The reactants are [C:1]([C:3]1[CH:4]=[C:5]([CH:11]=[C:12]([C:14]#[N:15])[CH:13]=1)[CH2:6][O:7]C(=O)C)#[N:2].[OH-].[NH4+]. The catalyst is CO. The product is [OH:7][CH2:6][C:5]1[CH:4]=[C:3]([C:1]#[N:2])[CH:13]=[C:12]([CH:11]=1)[C:14]#[N:15]. The yield is 0.300. (5) The reactants are [CH:1]1([C:4]2[N:25](S(C3C=CC=CC=3)(=O)=O)[C:7]3[N:8]=[N:9][C:10]([CH2:12][CH2:13][CH2:14][CH2:15][N:16]4[CH:20]=[C:19]([C:21]([O:23]C)=[O:22])[N:18]=[N:17]4)=[CH:11][C:6]=3[C:5]=2[CH3:35])[CH2:3][CH2:2]1.[Li+].[OH-]. The catalyst is C1COCC1.O. The product is [CH:1]1([C:4]2[NH:25][C:7]3[N:8]=[N:9][C:10]([CH2:12][CH2:13][CH2:14][CH2:15][N:16]4[CH:20]=[C:19]([C:21]([OH:23])=[O:22])[N:18]=[N:17]4)=[CH:11][C:6]=3[C:5]=2[CH3:35])[CH2:3][CH2:2]1. The yield is 0.780.